The task is: Regression. Given a peptide amino acid sequence and an MHC pseudo amino acid sequence, predict their binding affinity value. This is MHC class II binding data.. This data is from Peptide-MHC class II binding affinity with 134,281 pairs from IEDB. (1) The peptide sequence is AAATAGTMVYGAFAA. The MHC is HLA-DPA10103-DPB10401 with pseudo-sequence HLA-DPA10103-DPB10401. The binding affinity (normalized) is 0.401. (2) The peptide sequence is MSQIMYNYPAMMAHA. The MHC is DRB1_0901 with pseudo-sequence DRB1_0901. The binding affinity (normalized) is 0.414. (3) The peptide sequence is TKQQVFIQSEDPPVL. The MHC is DRB5_0101 with pseudo-sequence DRB5_0101. The binding affinity (normalized) is 0.243. (4) The peptide sequence is GDLYIFESRAICKYA. The MHC is DRB1_1201 with pseudo-sequence DRB1_1201. The binding affinity (normalized) is 0.527. (5) The peptide sequence is HHFHELQLKDGRRIV. The MHC is HLA-DQA10201-DQB10303 with pseudo-sequence HLA-DQA10201-DQB10303. The binding affinity (normalized) is 0.434. (6) The peptide sequence is KEIYNYMEPYVSKNP. The MHC is DRB1_1501 with pseudo-sequence DRB1_1501. The binding affinity (normalized) is 0.778. (7) The peptide sequence is SQDLELSRNLNGLQAY. The MHC is HLA-DQA10101-DQB10501 with pseudo-sequence HLA-DQA10101-DQB10501. The binding affinity (normalized) is 0.227. (8) The peptide sequence is AFKVAGTAANAAPAN. The MHC is DRB1_0901 with pseudo-sequence DRB1_0901. The binding affinity (normalized) is 0.614. (9) The peptide sequence is NDNNLYKLHGGHVSC. The MHC is DRB4_0101 with pseudo-sequence DRB4_0103. The binding affinity (normalized) is 0.